Dataset: Catalyst prediction with 721,799 reactions and 888 catalyst types from USPTO. Task: Predict which catalyst facilitates the given reaction. (1) Reactant: [O:1]1[CH2:5][CH2:4][O:3][CH:2]1[CH:6]=[CH:7][C:8]1[CH:17]=[CH:16][CH:15]=[C:14]2[C:9]=1[CH:10]=[CH:11][N:12]=[CH:13]2.[H][H]. Product: [O:1]1[CH2:5][CH2:4][O:3][CH:2]1[CH2:6][CH2:7][C:8]1[CH:17]=[CH:16][CH:15]=[C:14]2[C:9]=1[CH:10]=[CH:11][N:12]=[CH:13]2. The catalyst class is: 45. (2) Reactant: [CH2:1]([O:3][P:4]([NH:9][C@H:10]1[C@H:15]([O:16][CH3:17])[CH2:14][CH2:13][N:12](C(OCC2C=CC=CC=2)=O)[CH2:11]1)([O:6][CH2:7][CH3:8])=[O:5])[CH3:2].[H][H]. The catalyst class is: 19. Product: [CH3:17][O:16][C@@H:15]1[CH2:14][CH2:13][NH:12][CH2:11][C@H:10]1[NH:9][P:4](=[O:5])([O:6][CH2:7][CH3:8])[O:3][CH2:1][CH3:2].